Dataset: Reaction yield outcomes from USPTO patents with 853,638 reactions. Task: Predict the reaction yield, written as a fraction of the theoretical maximum amount of product (1.0 means a 100% yield; for example, 0.34 means a 34% yield). The reactants are [CH:1]1([C:4]2[CH:5]=[CH:6][C:7]([C:18]([OH:20])=O)=[N:8][C:9]=2[CH2:10][C:11]2[CH:16]=[CH:15][C:14]([F:17])=[CH:13][CH:12]=2)[CH2:3][CH2:2]1.[NH2:21][C:22]1([CH2:27][C:28]([NH2:30])=[O:29])[CH2:26][CH2:25][O:24][CH2:23]1.CCN(C(C)C)C(C)C. No catalyst specified. The product is [NH2:30][C:28](=[O:29])[CH2:27][C:22]1([NH:21][C:18]([C:7]2[CH:6]=[CH:5][C:4]([CH:1]3[CH2:2][CH2:3]3)=[C:9]([CH2:10][C:11]3[CH:12]=[CH:13][C:14]([F:17])=[CH:15][CH:16]=3)[N:8]=2)=[O:20])[CH2:26][CH2:25][O:24][CH2:23]1. The yield is 0.230.